Dataset: Forward reaction prediction with 1.9M reactions from USPTO patents (1976-2016). Task: Predict the product of the given reaction. (1) Given the reactants [OH:1][C:2]1[C:15]2[C:14](=[O:16])[C:13]3[CH:12]=[C:11]4[CH:17]=[CH:18][CH:19]=[CH:20][C:10]4=[CH:9][C:8]=3[O:7][C:6]=2[CH:5]=[C:4]([OH:21])[CH:3]=1.C([O-])([O-])=O.[K+].[K+].[CH2:28]1[S:30][CH:29]1[CH2:31]Cl, predict the reaction product. The product is: [OH:1][C:2]1[C:15]2[C:14](=[O:16])[C:13]3[CH:12]=[C:11]4[CH:17]=[CH:18][CH:19]=[CH:20][C:10]4=[CH:9][C:8]=3[O:7][C:6]=2[CH:5]=[C:4]([O:21][CH2:31][CH:29]2[CH2:28][S:30]2)[CH:3]=1. (2) Given the reactants [N:1]1[CH:6]=[CH:5][CH:4]=[C:3]([O:7][C:8]([N:10]2[CH2:15][CH2:14][CH:13]([C:16]([OH:18])=O)[CH2:12][CH2:11]2)=[O:9])[CH:2]=1.[F:19][C:20]1[CH:29]=[CH:28][C:23]([C:24]([NH:26][NH2:27])=O)=[CH:22][CH:21]=1.C1C=CC2N(O)N=NC=2C=1.CCN=C=NCCCN(C)C.Cl, predict the reaction product. The product is: [F:19][C:20]1[CH:29]=[CH:28][C:23]([C:24]2[O:18][C:16]([CH:13]3[CH2:12][CH2:11][N:10]([C:8]([O:7][C:3]4[CH:2]=[N:1][CH:6]=[CH:5][CH:4]=4)=[O:9])[CH2:15][CH2:14]3)=[N:27][N:26]=2)=[CH:22][CH:21]=1. (3) The product is: [ClH:19].[ClH:19].[CH3:1][O:2][C:3]1[CH:4]=[CH:5][C:6]([NH:9][C:10]2[C:11]([NH2:16])=[CH:12][CH:13]=[CH:14][CH:15]=2)=[CH:7][CH:8]=1. Given the reactants [CH3:1][O:2][C:3]1[CH:8]=[CH:7][C:6]([NH:9][C:10]2[CH:15]=[CH:14][CH:13]=[CH:12][C:11]=2[N+:16]([O-])=O)=[CH:5][CH:4]=1.[ClH:19].O1CCOCC1, predict the reaction product. (4) The product is: [NH2:24][C:8]1[N:7]=[C:6]([NH:5][CH2:1][CH2:2][CH2:3][CH3:4])[N:14]=[C:13]2[C:9]=1[NH:10][C:11](=[O:22])[N:12]2[CH2:15][CH:16]1[CH2:21][CH2:20][CH2:19][CH2:18][O:17]1. Given the reactants [CH2:1]([NH:5][C:6]1[N:14]=[C:13]2[C:9]([N:10]=[C:11]([O:22]C)[N:12]2[CH2:15][CH:16]2[CH2:21][CH2:20][CH2:19][CH2:18][O:17]2)=[C:8]([NH2:24])[N:7]=1)[CH2:2][CH2:3][CH3:4].Cl, predict the reaction product. (5) The product is: [Cl:1][C:2]1[C:3]([C:18]#[N:19])=[CH:4][C:5]([F:17])=[C:6]([CH2:8][CH2:9][C:10]([O:12][C:13]([CH3:16])([CH3:14])[CH3:15])=[O:11])[CH:7]=1. Given the reactants [Cl:1][C:2]1[C:3]([C:18]#[N:19])=[CH:4][C:5]([F:17])=[C:6]([CH:8]=[CH:9][C:10]([O:12][C:13]([CH3:16])([CH3:15])[CH3:14])=[O:11])[CH:7]=1, predict the reaction product. (6) Given the reactants [N+:1]([C:4]1[CH:13]=[C:12]2[C:7]([C:8]([NH:25][C:26]3[N:27]([C:32]([CH3:35])([CH3:34])[CH3:33])[N:28]=[C:29]([CH3:31])[CH:30]=3)=[N:9][N:10]([C:15]3[CH:20]=[CH:19][C:18]([C:21]([CH3:24])([CH3:23])[CH3:22])=[CH:17][CH:16]=3)[C:11]2=[O:14])=[CH:6][CH:5]=1)([O-])=O, predict the reaction product. The product is: [NH2:1][C:4]1[CH:13]=[C:12]2[C:7]([C:8]([NH:25][C:26]3[N:27]([C:32]([CH3:35])([CH3:34])[CH3:33])[N:28]=[C:29]([CH3:31])[CH:30]=3)=[N:9][N:10]([C:15]3[CH:16]=[CH:17][C:18]([C:21]([CH3:24])([CH3:23])[CH3:22])=[CH:19][CH:20]=3)[C:11]2=[O:14])=[CH:6][CH:5]=1.